From a dataset of Catalyst prediction with 721,799 reactions and 888 catalyst types from USPTO. Predict which catalyst facilitates the given reaction. Reactant: [Br:1][C:2]1[S:6][C:5]([CH2:7][OH:8])=[N:4][CH:3]=1.N1C=CN=C1.CN(C)C=O.Cl[Si:20]([CH:27]([CH3:29])[CH3:28])([CH:24]([CH3:26])[CH3:25])[CH:21]([CH3:23])[CH3:22]. Product: [Br:1][C:2]1[S:6][C:5]([CH2:7][O:8][Si:20]([CH:27]([CH3:29])[CH3:28])([CH:24]([CH3:26])[CH3:25])[CH:21]([CH3:23])[CH3:22])=[N:4][CH:3]=1. The catalyst class is: 413.